From a dataset of Catalyst prediction with 721,799 reactions and 888 catalyst types from USPTO. Predict which catalyst facilitates the given reaction. The catalyst class is: 4. Product: [CH:3]1([C:6]([C@@H:8]2[C@@H:13]([CH3:14])[CH2:12][CH2:11][CH2:10][C:9]2([CH3:16])[CH3:15])=[O:7])[CH2:4][CH2:5][CH2:18][CH2:17][CH2:2]1. Reactant: S1[CH:5]=[CH:4][C:3]([C@@H:6]([C@@H:8]2[C@@H:13]([CH3:14])[CH2:12][CH2:11][CH2:10][C:9]2([CH3:16])[CH3:15])[OH:7])=[CH:2]1.[CH3:17][C:18](OI1(OC(C)=O)(OC(C)=O)OC(=O)C2C=CC=CC1=2)=O.C(=O)(O)[O-].[Na+].